Dataset: Peptide-MHC class I binding affinity with 185,985 pairs from IEDB/IMGT. Task: Regression. Given a peptide amino acid sequence and an MHC pseudo amino acid sequence, predict their binding affinity value. This is MHC class I binding data. The peptide sequence is FQWPALHEE. The MHC is HLA-A02:19 with pseudo-sequence HLA-A02:19. The binding affinity (normalized) is 0.0847.